Task: Regression/Classification. Given a drug SMILES string, predict its absorption, distribution, metabolism, or excretion properties. Task type varies by dataset: regression for continuous measurements (e.g., permeability, clearance, half-life) or binary classification for categorical outcomes (e.g., BBB penetration, CYP inhibition). Dataset: cyp2d6_substrate_carbonmangels.. Dataset: CYP2D6 substrate classification data from Carbon-Mangels et al. (1) The compound is C(=C/c1ccccc1)\CN1CCN(C(c2ccccc2)c2ccccc2)CC1. The result is 1 (substrate). (2) The drug is COc1cc2c(cc1OC)C(=O)[C@H](CC1CCN(Cc3ccccc3)CC1)C2. The result is 1 (substrate).